This data is from Experimentally validated miRNA-target interactions with 360,000+ pairs, plus equal number of negative samples. The task is: Binary Classification. Given a miRNA mature sequence and a target amino acid sequence, predict their likelihood of interaction. Result: 0 (no interaction). The miRNA is mmu-miR-3064-5p with sequence UCUGGCUGUUGUGGUGUGCAAA. The protein sequence of the target gene is MQRPGPFSTLYGRVLAPLPGRAGGAASGGGGNSWDLPGSHVRLPGRAQSGTRGGAGNTSTSCGDSNSICPAPSTMSKAEEAKKLAGRAAVENHVRNNQVLGIGSGSTIVHAVQRIAERVKQENLNLVCIPTSFQARQLILQYGLTLSDLDRHPEIDLAIDGADEVDADLNLIKGGGGCLTQEKIVAGYASRFIVIADFRKDSKNLGDQWHKGIPIEVIPMAYVPVSRAVSQKFGGVVELRMAVNKAGPVVTDNGNFILDWKFDRVHKWSEVNTAIKMIPGVVDTGLFINMAERVYFGMQD....